From a dataset of Catalyst prediction with 721,799 reactions and 888 catalyst types from USPTO. Predict which catalyst facilitates the given reaction. (1) Reactant: Cl[C:2]1[N:7]=[C:6]([NH2:8])[CH:5]=[CH:4][N:3]=1.[CH3:9][O-:10].[Na+]. Product: [CH3:9][O:10][C:2]1[N:7]=[C:6]([NH2:8])[CH:5]=[CH:4][N:3]=1. The catalyst class is: 5. (2) Reactant: [Cl:1][C:2]1[CH:3]=[CH:4][C:5]([N:9]2[C:17]3[CH:16]=[C:15]([C:18]4[CH:23]=[N:22][CH:21]=[C:20]([CH3:24])[N:19]=4)[N:14]=[CH:13][C:12]=3[CH:11]=[N:10]2)=[N:6][C:7]=1F.[NH:25]1[CH2:30][CH2:29][CH2:28][C@H:27]([NH:31][C:32](=[O:38])[O:33][C:34]([CH3:37])([CH3:36])[CH3:35])[CH2:26]1.CN1CCOCC1.O. Product: [Cl:1][C:2]1[C:7]([N:25]2[CH2:30][CH2:29][CH2:28][C@H:27]([NH:31][C:32](=[O:38])[O:33][C:34]([CH3:36])([CH3:35])[CH3:37])[CH2:26]2)=[N:6][C:5]([N:9]2[C:17]3[CH:16]=[C:15]([C:18]4[CH:23]=[N:22][CH:21]=[C:20]([CH3:24])[N:19]=4)[N:14]=[CH:13][C:12]=3[CH:11]=[N:10]2)=[CH:4][CH:3]=1. The catalyst class is: 60. (3) Reactant: Cl[C:2]1[N:7]=[C:6]([CH:8]([F:10])[F:9])[C:5]([F:11])=[CH:4][N:3]=1.[Br:12][C:13]1[CH:14]=[C:15]([CH:17]=[C:18]([CH3:20])[CH:19]=1)[NH2:16]. Product: [Br:12][C:13]1[CH:14]=[C:15]([NH:16][C:2]2[N:7]=[C:6]([CH:8]([F:10])[F:9])[C:5]([F:11])=[CH:4][N:3]=2)[CH:17]=[C:18]([CH3:20])[CH:19]=1. The catalyst class is: 12. (4) Reactant: [NH:1]1[CH:9]2[CH:4]([CH2:5][CH2:6][CH2:7][CH2:8]2)[CH2:3][CH:2]1[C:10]([OH:12])=[O:11].OS(O)(=O)=O. Product: [C:4]([O:11][C:10]([CH:2]1[CH2:3][CH:4]2[CH:9]([CH2:8][CH2:7][CH2:6][CH2:5]2)[NH:1]1)=[O:12])([CH3:9])([CH3:5])[CH3:3]. The catalyst class is: 22. (5) The catalyst class is: 74. Product: [NH:33]1[CH2:34][CH2:35][CH:31]([O:30][C:26]2[CH:25]=[C:24]([C:20]3[N:19]=[C:18]([NH:17][C:13]4[CH:12]=[C:11]5[C:16](=[CH:15][CH:14]=4)[NH:8][N:9]=[CH:10]5)[CH:23]=[CH:22][N:21]=3)[CH:29]=[CH:28][CH:27]=2)[CH2:32]1. Reactant: C(OC([N:8]1[C:16]2[C:11](=[CH:12][C:13]([N:17](C(OC(C)(C)C)=O)[C:18]3[CH:23]=[CH:22][N:21]=[C:20]([C:24]4[CH:29]=[CH:28][CH:27]=[C:26]([O:30][CH:31]5[CH2:35][CH2:34][N:33](C(OC(C)(C)C)=O)[CH2:32]5)[CH:25]=4)[N:19]=3)=[CH:14][CH:15]=2)[CH:10]=[N:9]1)=O)(C)(C)C.Cl.O.